From a dataset of NCI-60 drug combinations with 297,098 pairs across 59 cell lines. Regression. Given two drug SMILES strings and cell line genomic features, predict the synergy score measuring deviation from expected non-interaction effect. (1) Drug 1: C1=CC(=CC=C1CC(C(=O)O)N)N(CCCl)CCCl.Cl. Drug 2: CC1C(C(CC(O1)OC2CC(CC3=C2C(=C4C(=C3O)C(=O)C5=C(C4=O)C(=CC=C5)OC)O)(C(=O)CO)O)N)O.Cl. Cell line: CCRF-CEM. Synergy scores: CSS=47.7, Synergy_ZIP=-4.81, Synergy_Bliss=-12.5, Synergy_Loewe=-14.8, Synergy_HSA=-11.4. (2) Drug 1: C1=CC(=CC=C1CCCC(=O)O)N(CCCl)CCCl. Drug 2: CC1=C(C(=CC=C1)Cl)NC(=O)C2=CN=C(S2)NC3=CC(=NC(=N3)C)N4CCN(CC4)CCO. Cell line: K-562. Synergy scores: CSS=83.2, Synergy_ZIP=6.11, Synergy_Bliss=5.06, Synergy_Loewe=-8.21, Synergy_HSA=6.64.